From a dataset of NCI-60 drug combinations with 297,098 pairs across 59 cell lines. Regression. Given two drug SMILES strings and cell line genomic features, predict the synergy score measuring deviation from expected non-interaction effect. Drug 1: C1CCC(C1)C(CC#N)N2C=C(C=N2)C3=C4C=CNC4=NC=N3. Drug 2: CC1=C(C=C(C=C1)C(=O)NC2=CC(=CC(=C2)C(F)(F)F)N3C=C(N=C3)C)NC4=NC=CC(=N4)C5=CN=CC=C5. Cell line: CAKI-1. Synergy scores: CSS=19.5, Synergy_ZIP=-5.31, Synergy_Bliss=-3.07, Synergy_Loewe=0.909, Synergy_HSA=1.17.